Dataset: Forward reaction prediction with 1.9M reactions from USPTO patents (1976-2016). Task: Predict the product of the given reaction. The product is: [NH2:23][CH2:2][C:3]1([OH:1])[CH2:8][CH2:7][CH:6]([N:9]2[CH2:14][CH2:13][O:12][CH2:11][C:10]2=[O:15])[CH2:5][CH2:4]1. Given the reactants [O:1]1[C:3]2([CH2:8][CH2:7][CH:6]([N:9]3[CH2:14][CH2:13][O:12][CH2:11][C:10]3=[O:15])[CH2:5][CH2:4]2)[CH2:2]1.C([NH2:23])C1C=CC=CC=1, predict the reaction product.